From a dataset of Forward reaction prediction with 1.9M reactions from USPTO patents (1976-2016). Predict the product of the given reaction. (1) Given the reactants [C:1]([C@@H:4]([NH:6][C:7]1[N:12]=[C:11]([C:13]2[CH:18]=[CH:17][C:16]([OH:19])=[CH:15][CH:14]=2)[N:10]=[C:9]([C:20]([NH2:22])=[O:21])[CH:8]=1)[CH3:5])(=[O:3])[NH2:2].F[C:24]1[CH:31]=[CH:30][C:27]([C:28]#[N:29])=[CH:26][CH:25]=1.C(=O)([O-])[O-].[K+].[K+], predict the reaction product. The product is: [C:1]([C@@H:4]([NH:6][C:7]1[N:12]=[C:11]([C:13]2[CH:18]=[CH:17][C:16]([O:19][C:24]3[CH:31]=[CH:30][C:27]([C:28]#[N:29])=[CH:26][CH:25]=3)=[CH:15][CH:14]=2)[N:10]=[C:9]([C:20]([NH2:22])=[O:21])[CH:8]=1)[CH3:5])(=[O:3])[NH2:2]. (2) The product is: [I:12][C:13]1[CH:20]=[CH:19][C:16](/[CH:17]=[CH:29]/[C:30]([O:32][C:33]([CH3:36])([CH3:35])[CH3:34])=[O:31])=[CH:15][CH:14]=1. Given the reactants C1CCN2C(=NCCC2)CC1.[I:12][C:13]1[CH:20]=[CH:19][C:16]([CH:17]=O)=[CH:15][CH:14]=1.C(OP([CH2:29][C:30]([O:32][C:33]([CH3:36])([CH3:35])[CH3:34])=[O:31])(OCC)=O)C.[Cl-].[Li+], predict the reaction product. (3) Given the reactants [CH3:1][O:2][C:3]([C:5]1[S:6][C:7]([C:18]#[C:19][C:20]([CH3:23])([CH3:22])[CH3:21])=[CH:8][C:9]=1[NH:10][CH:11]1[CH2:16][CH2:15][C:14](=[O:17])[CH2:13][CH2:12]1)=[O:4].N1C=CC=CC=1.[CH3:30][C:31]1[CH:39]=[C:38]([CH3:40])[CH:37]=[CH:36][C:32]=1[C:33](Cl)=[O:34], predict the reaction product. The product is: [CH3:1][O:2][C:3]([C:5]1[S:6][C:7]([C:18]#[C:19][C:20]([CH3:23])([CH3:22])[CH3:21])=[CH:8][C:9]=1[N:10]([C:33](=[O:34])[C:32]1[CH:36]=[CH:37][C:38]([CH3:40])=[CH:39][C:31]=1[CH3:30])[CH:11]1[CH2:16][CH2:15][C:14](=[O:17])[CH2:13][CH2:12]1)=[O:4]. (4) Given the reactants [Cl:1][C:2]1[CH:7]=[CH:6][CH:5]=[CH:4][C:3]=1[C:8]1[C:14]2[CH:15]=[C:16]([C:27]#[N:28])[C:17]([O:19][CH2:20][CH2:21][O:22][CH2:23][CH2:24][O:25][CH3:26])=[CH:18][C:13]=2[NH:12][C:11](=S)[CH2:10][N:9]=1.CO[C:32](OC)([N:34](C)C)[CH3:33].[NH2:39]N, predict the reaction product. The product is: [Cl:1][C:2]1[CH:7]=[CH:6][CH:5]=[CH:4][C:3]=1[C:8]1[C:14]2[CH:15]=[C:16]([C:27]#[N:28])[C:17]([O:19][CH2:20][CH2:21][O:22][CH2:23][CH2:24][O:25][CH3:26])=[CH:18][C:13]=2[N:12]=[C:11]2[NH:39][NH:34][C:32]([CH3:33])=[C:10]2[N:9]=1. (5) Given the reactants [Si:1]([O:8][C@H:9]([C@H:11]([N:15]1[CH:19]=[C:18]([C:20]([O:22][CH2:23][CH3:24])=[O:21])[N:17]=[CH:16]1)[CH2:12][CH2:13][OH:14])[CH3:10])([C:4]([CH3:7])([CH3:6])[CH3:5])([CH3:3])[CH3:2].[CH3:25][S:26](Cl)(=[O:28])=[O:27].C(N(CC)CC)C, predict the reaction product. The product is: [Si:1]([O:8][C@H:9]([C@H:11]([N:15]1[CH:19]=[C:18]([C:20]([O:22][CH2:23][CH3:24])=[O:21])[N:17]=[CH:16]1)[CH2:12][CH2:13][O:14][S:26]([CH3:25])(=[O:28])=[O:27])[CH3:10])([C:4]([CH3:7])([CH3:5])[CH3:6])([CH3:3])[CH3:2]. (6) Given the reactants [CH2:1]=O.[Cl:3][C:4]1[C:5]([C:19]2[S:23][C:22]3[CH:24]=[CH:25][CH:26]=[C:27]([C:28]([NH2:30])=[O:29])[C:21]=3[CH:20]=2)=[N:6][C:7]([NH:10][CH2:11][CH2:12][CH:13]2[CH2:18][CH2:17][NH:16][CH2:15][CH2:14]2)=[N:8][CH:9]=1.[BH4-].[Na+].[ClH:33], predict the reaction product. The product is: [ClH:3].[ClH:33].[Cl:3][C:4]1[C:5]([C:19]2[S:23][C:22]3[CH:24]=[CH:25][CH:26]=[C:27]([C:28]([NH2:30])=[O:29])[C:21]=3[CH:20]=2)=[N:6][C:7]([NH:10][CH2:11][CH2:12][CH:13]2[CH2:18][CH2:17][N:16]([CH3:1])[CH2:15][CH2:14]2)=[N:8][CH:9]=1. (7) Given the reactants [NH2:1][C:2]1[CH:10]=[C:9]([C:11]2[C:16]([C:17]([F:20])([F:19])[F:18])=[CH:15][CH:14]=[CH:13][N:12]=2)[CH:8]=[CH:7][C:3]=1[C:4]([NH2:6])=[O:5].N1[CH:26]=[CH:25][CH:24]=[CH:23][CH:22]=1.C[O:28][CH2:29][CH2:30][CH2:31][C:32](Cl)=O.[OH-].[Na+].[CH2:37]1COC[CH2:38]1, predict the reaction product. The product is: [CH2:22]([O:28][CH2:29][CH2:30][CH2:31][C:32]1[N:6]=[C:4]([OH:5])[C:3]2[C:2](=[CH:10][C:9]([C:11]3[C:16]([C:17]([F:20])([F:18])[F:19])=[CH:15][CH:14]=[CH:13][N:12]=3)=[CH:8][CH:7]=2)[N:1]=1)[C:23]1[CH:38]=[CH:37][CH:26]=[CH:25][CH:24]=1. (8) Given the reactants [F:1][C:2]([F:20])([F:19])[C:3]([N:5]1[CH2:11][CH2:10][C:9]2[CH:12]=[C:13]([N+:16]([O-])=O)[CH:14]=[CH:15][C:8]=2[CH2:7][CH2:6]1)=[O:4].C([O-])=O.[NH4+].CCOC(C)=O, predict the reaction product. The product is: [NH2:16][C:13]1[CH:14]=[CH:15][C:8]2[CH2:7][CH2:6][N:5]([C:3](=[O:4])[C:2]([F:20])([F:1])[F:19])[CH2:11][CH2:10][C:9]=2[CH:12]=1.